This data is from NCI-60 drug combinations with 297,098 pairs across 59 cell lines. The task is: Regression. Given two drug SMILES strings and cell line genomic features, predict the synergy score measuring deviation from expected non-interaction effect. (1) Drug 1: CC1=C2C(C(=O)C3(C(CC4C(C3C(C(C2(C)C)(CC1OC(=O)C(C(C5=CC=CC=C5)NC(=O)OC(C)(C)C)O)O)OC(=O)C6=CC=CC=C6)(CO4)OC(=O)C)OC)C)OC. Drug 2: C(CC(=O)O)C(=O)CN.Cl. Cell line: SNB-19. Synergy scores: CSS=47.3, Synergy_ZIP=5.87, Synergy_Bliss=5.95, Synergy_Loewe=-7.56, Synergy_HSA=7.54. (2) Drug 1: C1=C(C(=O)NC(=O)N1)F. Drug 2: C1C(C(OC1N2C=NC(=NC2=O)N)CO)O. Cell line: HCT-15. Synergy scores: CSS=23.4, Synergy_ZIP=-9.97, Synergy_Bliss=-17.2, Synergy_Loewe=-13.8, Synergy_HSA=-13.4. (3) Drug 1: CC(C)(C#N)C1=CC(=CC(=C1)CN2C=NC=N2)C(C)(C)C#N. Drug 2: CC=C1C(=O)NC(C(=O)OC2CC(=O)NC(C(=O)NC(CSSCCC=C2)C(=O)N1)C(C)C)C(C)C. Cell line: HCT-15. Synergy scores: CSS=-0.0180, Synergy_ZIP=0.948, Synergy_Bliss=0.473, Synergy_Loewe=-1.15, Synergy_HSA=-1.12. (4) Drug 1: CCN(CC)CCCC(C)NC1=C2C=C(C=CC2=NC3=C1C=CC(=C3)Cl)OC. Drug 2: CC1C(C(CC(O1)OC2CC(CC3=C2C(=C4C(=C3O)C(=O)C5=CC=CC=C5C4=O)O)(C(=O)C)O)N)O. Cell line: A498. Synergy scores: CSS=72.4, Synergy_ZIP=-1.43, Synergy_Bliss=1.34, Synergy_Loewe=-13.2, Synergy_HSA=4.68. (5) Drug 1: CC1C(C(CC(O1)OC2CC(CC3=C2C(=C4C(=C3O)C(=O)C5=C(C4=O)C(=CC=C5)OC)O)(C(=O)CO)O)N)O.Cl. Drug 2: CCCCC(=O)OCC(=O)C1(CC(C2=C(C1)C(=C3C(=C2O)C(=O)C4=C(C3=O)C=CC=C4OC)O)OC5CC(C(C(O5)C)O)NC(=O)C(F)(F)F)O. Cell line: HCC-2998. Synergy scores: CSS=54.8, Synergy_ZIP=-3.16, Synergy_Bliss=-5.38, Synergy_Loewe=-7.86, Synergy_HSA=-2.79. (6) Drug 1: CS(=O)(=O)CCNCC1=CC=C(O1)C2=CC3=C(C=C2)N=CN=C3NC4=CC(=C(C=C4)OCC5=CC(=CC=C5)F)Cl. Drug 2: N.N.Cl[Pt+2]Cl. Cell line: UO-31. Synergy scores: CSS=50.4, Synergy_ZIP=-3.95, Synergy_Bliss=-0.378, Synergy_Loewe=-9.33, Synergy_HSA=1.64. (7) Drug 1: C1CC(=O)NC(=O)C1N2CC3=C(C2=O)C=CC=C3N. Drug 2: C1=NC2=C(N1)C(=S)N=C(N2)N. Cell line: LOX IMVI. Synergy scores: CSS=55.5, Synergy_ZIP=4.49, Synergy_Bliss=3.20, Synergy_Loewe=-19.4, Synergy_HSA=5.33.